Dataset: NCI-60 drug combinations with 297,098 pairs across 59 cell lines. Task: Regression. Given two drug SMILES strings and cell line genomic features, predict the synergy score measuring deviation from expected non-interaction effect. (1) Drug 1: C1=CN(C(=O)N=C1N)C2C(C(C(O2)CO)O)(F)F. Drug 2: C1CC(C1)(C2=CC=C(C=C2)C3=C(C=C4C(=N3)C=CN5C4=NNC5=O)C6=CC=CC=C6)N. Cell line: OVCAR3. Synergy scores: CSS=57.8, Synergy_ZIP=-9.11, Synergy_Bliss=-9.53, Synergy_Loewe=-0.753, Synergy_HSA=3.20. (2) Drug 1: C1=NC2=C(N1)C(=S)N=CN2. Drug 2: C(CN)CNCCSP(=O)(O)O. Cell line: NCI-H460. Synergy scores: CSS=16.7, Synergy_ZIP=-3.05, Synergy_Bliss=11.3, Synergy_Loewe=-1.33, Synergy_HSA=9.67. (3) Cell line: A549. Drug 1: COC1=C(C=C2C(=C1)N=CN=C2NC3=CC(=C(C=C3)F)Cl)OCCCN4CCOCC4. Drug 2: C(CN)CNCCSP(=O)(O)O. Synergy scores: CSS=23.5, Synergy_ZIP=-4.37, Synergy_Bliss=-2.23, Synergy_Loewe=-19.6, Synergy_HSA=-3.21. (4) Drug 1: CC1C(C(=O)NC(C(=O)N2CCCC2C(=O)N(CC(=O)N(C(C(=O)O1)C(C)C)C)C)C(C)C)NC(=O)C3=C4C(=C(C=C3)C)OC5=C(C(=O)C(=C(C5=N4)C(=O)NC6C(OC(=O)C(N(C(=O)CN(C(=O)C7CCCN7C(=O)C(NC6=O)C(C)C)C)C)C(C)C)C)N)C. Drug 2: C1=CC=C(C=C1)NC(=O)CCCCCCC(=O)NO. Cell line: CAKI-1. Synergy scores: CSS=39.7, Synergy_ZIP=-3.74, Synergy_Bliss=-9.52, Synergy_Loewe=-11.0, Synergy_HSA=-7.69. (5) Drug 1: CC1C(C(CC(O1)OC2CC(OC(C2O)C)OC3=CC4=CC5=C(C(=O)C(C(C5)C(C(=O)C(C(C)O)O)OC)OC6CC(C(C(O6)C)O)OC7CC(C(C(O7)C)O)OC8CC(C(C(O8)C)O)(C)O)C(=C4C(=C3C)O)O)O)O. Drug 2: CC(C)CN1C=NC2=C1C3=CC=CC=C3N=C2N. Cell line: NCI-H322M. Synergy scores: CSS=4.22, Synergy_ZIP=0.733, Synergy_Bliss=-0.651, Synergy_Loewe=-8.68, Synergy_HSA=-1.39. (6) Drug 1: C1CCC(C1)C(CC#N)N2C=C(C=N2)C3=C4C=CNC4=NC=N3. Drug 2: CC1=C2C(C(=O)C3(C(CC4C(C3C(C(C2(C)C)(CC1OC(=O)C(C(C5=CC=CC=C5)NC(=O)OC(C)(C)C)O)O)OC(=O)C6=CC=CC=C6)(CO4)OC(=O)C)O)C)O. Cell line: SK-OV-3. Synergy scores: CSS=33.5, Synergy_ZIP=-0.397, Synergy_Bliss=0.923, Synergy_Loewe=-26.7, Synergy_HSA=1.82.